Predict the product of the given reaction. From a dataset of Forward reaction prediction with 1.9M reactions from USPTO patents (1976-2016). (1) Given the reactants [OH:1][C:2]1[CH:7]=[C:6]([O:8][CH3:9])[CH:5]=[CH:4][C:3]=1[C:10]([C:12]1[CH:17]=[CH:16][C:15]([O:18][CH2:19][C:20]2[N:21]=[C:22]([C:26]3[CH:31]=[CH:30][CH:29]=[CH:28][CH:27]=3)[O:23][C:24]=2[CH3:25])=[CH:14][CH:13]=1)=[O:11].Br[CH2:33][C:34]([O:36]CC)=[O:35].C(=O)([O-])[O-].[K+].[K+].CN(C)C=O, predict the reaction product. The product is: [CH3:9][O:8][C:6]1[CH:5]=[CH:4][C:3]([C:10](=[O:11])[C:12]2[CH:13]=[CH:14][C:15]([O:18][CH2:19][C:20]3[N:21]=[C:22]([C:26]4[CH:27]=[CH:28][CH:29]=[CH:30][CH:31]=4)[O:23][C:24]=3[CH3:25])=[CH:16][CH:17]=2)=[C:2]([CH:7]=1)[O:1][CH2:33][C:34]([OH:36])=[O:35]. (2) Given the reactants Cl.[Cl:2][CH2:3][CH2:4][NH2:5].[C:6](O[C:6]([O:8][C:9]([CH3:12])([CH3:11])[CH3:10])=[O:7])([O:8][C:9]([CH3:12])([CH3:11])[CH3:10])=[O:7], predict the reaction product. The product is: [C:9]([O:8][C:6](=[O:7])[NH:5][CH2:4][CH2:3][Cl:2])([CH3:12])([CH3:11])[CH3:10]. (3) Given the reactants Br[C:2]1[CH:7]=[CH:6][C:5]([S:8]([N:11]([CH3:13])[CH3:12])(=[O:10])=[O:9])=[CH:4][C:3]=1[F:14].[C:15]([C:17]1[N:21]([CH3:22])[C:20](B(O)O)=[CH:19][CH:18]=1)#[N:16].[F-].[K+].C(P(C(C)(C)C)C(C)(C)C)(C)(C)C, predict the reaction product. The product is: [C:15]([C:17]1[N:21]([CH3:22])[C:20]([C:2]2[CH:7]=[CH:6][C:5]([S:8]([N:11]([CH3:13])[CH3:12])(=[O:10])=[O:9])=[CH:4][C:3]=2[F:14])=[CH:19][CH:18]=1)#[N:16].